This data is from Reaction yield outcomes from USPTO patents with 853,638 reactions. The task is: Predict the reaction yield, written as a fraction of the theoretical maximum amount of product (1.0 means a 100% yield; for example, 0.34 means a 34% yield). (1) The reactants are C(OC([N:8]1[CH2:24][CH2:23][C:11]2([C:15]([C:16]3[CH:21]=[CH:20][CH:19]=[CH:18][CH:17]=3)=[N:14][NH:13][C:12]2=[O:22])[CH2:10][CH2:9]1)=O)(C)(C)C.C[Si](C)(C)N[Si](C)(C)C.[K].[F:35][C:36]1[CH:43]=[CH:42][C:39]([CH2:40]Br)=[CH:38][CH:37]=1. The catalyst is C1COCC1. The product is [F:35][C:36]1[CH:43]=[CH:42][C:39]([CH2:40][N:13]2[N:14]=[C:15]([C:16]3[CH:17]=[CH:18][CH:19]=[CH:20][CH:21]=3)[C:11]3([CH2:10][CH2:9][NH:8][CH2:24][CH2:23]3)[C:12]2=[O:22])=[CH:38][CH:37]=1. The yield is 0.630. (2) The reactants are Br.[N+:2]([C:5]1[CH:10]=[CH:9][C:8]([CH2:11][C@@H:12]([C:14]2[N:15]=[C:16]([C:19]3[S:20][CH:21]=[CH:22][CH:23]=3)[S:17][CH:18]=2)[NH2:13])=[CH:7][CH:6]=1)([O-:4])=[O:3].CCN(CC)CC.[CH2:31]([N:38]=[C:39]=[O:40])[C:32]1[CH:37]=[CH:36][CH:35]=[CH:34][CH:33]=1. The catalyst is C(Cl)Cl. The product is [CH2:31]([NH:38][C:39]([NH:13][C@H:12]([C:14]1[N:15]=[C:16]([C:19]2[S:20][CH:21]=[CH:22][CH:23]=2)[S:17][CH:18]=1)[CH2:11][C:8]1[CH:7]=[CH:6][C:5]([N+:2]([O-:4])=[O:3])=[CH:10][CH:9]=1)=[O:40])[C:32]1[CH:37]=[CH:36][CH:35]=[CH:34][CH:33]=1. The yield is 0.960. (3) The reactants are [C:1]1([N:7]2[C:11]([SH:12])=[N:10][N:9]=[N:8]2)[CH:6]=[CH:5][CH:4]=[CH:3][CH:2]=1.Br[CH2:14][CH2:15][CH2:16][CH2:17][CH2:18][CH2:19][CH2:20][CH2:21][CH2:22][CH2:23][CH2:24][CH2:25][OH:26].C(=O)([O-])[O-].[K+].[K+]. The product is [C:1]1([N:7]2[C:11]([S:12][CH2:14][CH2:15][CH2:16][CH2:17][CH2:18][CH2:19][CH2:20][CH2:21][CH2:22][CH2:23][CH2:24][CH2:25][OH:26])=[N:10][N:9]=[N:8]2)[CH:2]=[CH:3][CH:4]=[CH:5][CH:6]=1. The catalyst is CC(C)=O. The yield is 0.770. (4) The reactants are [F:1][C:2]1[CH:3]=[C:4]([N+:9]([O-:11])=[O:10])[CH:5]=[CH:6][C:7]=1F.[OH-].[NH4+:13]. The catalyst is O. The product is [F:1][C:2]1[CH:3]=[C:4]([N+:9]([O-:11])=[O:10])[CH:5]=[CH:6][C:7]=1[NH2:13]. The yield is 0.900. (5) The reactants are [Cl:1][C:2]1[CH:7]=[C:6]([CH3:8])[C:5]([N+:9]([O-:11])=[O:10])=[CH:4][C:3]=1[N+:12]([O-:14])=[O:13].C[C:16]([N:18]([CH3:20])[CH3:19])=O.O. The catalyst is CN(C=O)C. The product is [Cl:1][C:2]1[C:3]([N+:12]([O-:14])=[O:13])=[CH:4][C:5]([N+:9]([O-:11])=[O:10])=[C:6](/[CH:8]=[CH:16]/[N:18]([CH3:20])[CH3:19])[CH:7]=1. The yield is 0.720.